This data is from Peptide-MHC class I binding affinity with 185,985 pairs from IEDB/IMGT. The task is: Regression. Given a peptide amino acid sequence and an MHC pseudo amino acid sequence, predict their binding affinity value. This is MHC class I binding data. (1) The peptide sequence is VVDKYFDCY. The MHC is HLA-A24:02 with pseudo-sequence HLA-A24:02. The binding affinity (normalized) is 0. (2) The peptide sequence is PHPVVVRTL. The MHC is HLA-A23:01 with pseudo-sequence HLA-A23:01. The binding affinity (normalized) is 0.0847. (3) The peptide sequence is VLLAFLNSM. The MHC is HLA-B46:01 with pseudo-sequence HLA-B46:01. The binding affinity (normalized) is 0.0847. (4) The peptide sequence is QEIQLLAAV. The MHC is Patr-B2401 with pseudo-sequence Patr-B2401. The binding affinity (normalized) is 0.000929. (5) The peptide sequence is NFINFIKVL. The MHC is HLA-A24:02 with pseudo-sequence HLA-A24:02. The binding affinity (normalized) is 0.149. (6) The peptide sequence is ELGGGFGTL. The MHC is HLA-A02:06 with pseudo-sequence HLA-A02:06. The binding affinity (normalized) is 0.378. (7) The peptide sequence is NLETYTRPEI. The MHC is HLA-A68:02 with pseudo-sequence HLA-A68:02. The binding affinity (normalized) is 0.294. (8) The peptide sequence is HLYQGCQVV. The MHC is HLA-A02:02 with pseudo-sequence HLA-A02:02. The binding affinity (normalized) is 0.471. (9) The peptide sequence is DPMVIENGI. The MHC is HLA-B54:01 with pseudo-sequence HLA-B54:01. The binding affinity (normalized) is 0.428.